This data is from TCR-epitope binding with 47,182 pairs between 192 epitopes and 23,139 TCRs. The task is: Binary Classification. Given a T-cell receptor sequence (or CDR3 region) and an epitope sequence, predict whether binding occurs between them. (1) The epitope is QECVRGTTVL. The TCR CDR3 sequence is CSVEGASGQSSYNEQFF. Result: 0 (the TCR does not bind to the epitope). (2) The epitope is GLNKIVRMY. The TCR CDR3 sequence is CASSVAGDDRETQYF. Result: 0 (the TCR does not bind to the epitope). (3) The epitope is FVDGVPFVV. The TCR CDR3 sequence is CASSSYESSYEQYF. Result: 1 (the TCR binds to the epitope). (4) The epitope is ALSKGVHFV. The TCR CDR3 sequence is CASSQDLGTSGEETQYF. Result: 1 (the TCR binds to the epitope). (5) The epitope is TFYLTNDVSFL. The TCR CDR3 sequence is CASSVTGLWEQYF. Result: 0 (the TCR does not bind to the epitope). (6) The epitope is GTSGSPIVNR. The TCR CDR3 sequence is CASAGTDTQYF. Result: 0 (the TCR does not bind to the epitope). (7) The epitope is KRWIILGLNK. The TCR CDR3 sequence is CASSDRQNTEAFF. Result: 1 (the TCR binds to the epitope).